From a dataset of Full USPTO retrosynthesis dataset with 1.9M reactions from patents (1976-2016). Predict the reactants needed to synthesize the given product. (1) Given the product [CH3:23][CH:22]([CH3:24])[C@@H:2]([NH:1][C:37](=[O:38])[C:36]1[CH:40]=[CH:41][C:33]([CH3:32])=[CH:34][CH:35]=1)[CH2:3][NH:4][C:5](=[O:21])[C@@H:6]([NH:10][C:11]([O:13][CH2:14][C:15]1[CH:16]=[CH:17][CH:18]=[CH:19][CH:20]=1)=[O:12])[CH:7]([CH3:9])[CH3:8], predict the reactants needed to synthesize it. The reactants are: [NH2:1][C@H:2]([CH:22]([CH3:24])[CH3:23])[CH2:3][NH:4][C:5](=[O:21])[C@@H:6]([NH:10][C:11]([O:13][CH2:14][C:15]1[CH:20]=[CH:19][CH:18]=[CH:17][CH:16]=1)=[O:12])[CH:7]([CH3:9])[CH3:8].C(N(CC)CC)C.[CH3:32][C:33]1[CH:41]=[CH:40][C:36]([C:37](Cl)=[O:38])=[CH:35][CH:34]=1. (2) Given the product [Br:50][C:51]1[CH:52]=[CH:53][C:54]2[O:63][C:62]3[C:61](=[O:64])[NH:60][C:59]([C@@H:65]4[CH2:69][C:68]([F:71])([F:70])[CH2:67][NH:66]4)=[N:58][C:57]=3[C:55]=2[CH:56]=1, predict the reactants needed to synthesize it. The reactants are: BrC1C=CC2OC3C(=O)NC(C4CCNCC4)=NC=3C=2C=1.BrC1C=CC2OC3C(=O)NC(C4CCN(C(OC(C)(C)C)=O)CC4)=NC=3C=2C=1.[Br:50][C:51]1[CH:52]=[CH:53][C:54]2[O:63][C:62]3[C:61](=[O:64])[NH:60][C:59]([C@H:65]4[CH2:69][C:68]([F:71])([F:70])[CH2:67][N:66]4C(OC(C)(C)C)=O)=[N:58][C:57]=3[C:55]=2[CH:56]=1. (3) Given the product [C:6]([C:5]1[CH:4]=[CH:3][C:2]([NH:1][C:19](=[O:18])[CH2:20][O:21][CH2:22][CH2:17][Cl:16])=[CH:15][CH:14]=1)(=[O:7])[C:8]1[CH:13]=[CH:12][CH:11]=[CH:10][CH:9]=1, predict the reactants needed to synthesize it. The reactants are: [NH2:1][C:2]1[CH:15]=[CH:14][C:5]([C:6]([C:8]2[CH:13]=[CH:12][CH:11]=[CH:10][CH:9]=2)=[O:7])=[CH:4][CH:3]=1.[Cl:16][C:17]1(Cl)[CH2:22][O:21][CH2:20][CH2:19][O:18]1. (4) Given the product [Cl:1][C:2]1[C:7]([F:8])=[CH:6][CH:5]=[C:4]([O:9][CH3:10])[C:3]=1[C@H:11]([C:13]1[C:21]2[C:16](=[N:17][CH:18]=[C:19]([C:22]3[CH:23]=[N:24][N:25]([C@@H:28]4[CH2:33][CH2:32][C@H:31]([N:41]5[CH2:42][CH2:43][N:38]([C:35](=[O:37])[CH3:36])[CH2:39][CH2:40]5)[CH2:30][CH2:29]4)[C:26]=3[CH3:27])[CH:20]=2)[NH:15][CH:14]=1)[CH3:12], predict the reactants needed to synthesize it. The reactants are: [Cl:1][C:2]1[C:7]([F:8])=[CH:6][CH:5]=[C:4]([O:9][CH3:10])[C:3]=1[C@H:11]([C:13]1[C:21]2[C:16](=[N:17][CH:18]=[C:19]([C:22]3[CH:23]=[N:24][N:25]([CH:28]4[CH2:33][CH2:32][C:31](=O)[CH2:30][CH2:29]4)[C:26]=3[CH3:27])[CH:20]=2)[NH:15][CH:14]=1)[CH3:12].[C:35]([N:38]1[CH2:43][CH2:42][NH:41][CH2:40][CH2:39]1)(=[O:37])[CH3:36].C(O[BH-](OC(=O)C)OC(=O)C)(=O)C.[Na+].ClCCCl. (5) Given the product [CH2:1]([O:8][C@@H:9]1[C@@H:14]([O:15][CH2:16][C:17]2[CH:22]=[CH:21][CH:20]=[CH:19][CH:18]=2)[C@H:31]([O:32][CH2:33][C:34]2[CH:35]=[CH:36][CH:37]=[CH:38][CH:39]=2)[C@@H:12]([CH2:13][O:23][CH2:24][C:25]2[CH:26]=[CH:27][CH:28]=[CH:29][CH:30]=2)[S:11][C@:10]21[C:47]1[C:42](=[CH:43][CH:44]=[C:45]([CH2:48][C:62]3[CH:61]=[CH:60][C:59]([CH2:73][CH3:74])=[CH:64][CH:63]=3)[CH:46]=1)[CH2:41][O:40]2)[C:2]1[CH:7]=[CH:6][CH:5]=[CH:4][CH:3]=1, predict the reactants needed to synthesize it. The reactants are: [CH2:1]([O:8][C@@H:9]1[C@@H:14]([O:15][CH2:16][C:17]2[CH:22]=[CH:21][CH:20]=[CH:19][CH:18]=2)[C@H:13]([O:23][CH2:24][C:25]2[CH:30]=[CH:29][CH:28]=[CH:27][CH:26]=2)[C@@H:12]([CH2:31][O:32][CH2:33][C:34]2[CH:39]=[CH:38][CH:37]=[CH:36][CH:35]=2)[S:11][C@:10]21[C:47]1[C:42](=[CH:43][CH:44]=[C:45]([CH2:48]OC(OC)=O)[CH:46]=1)[CH2:41][O:40]2)[C:2]1[CH:7]=[CH:6][CH:5]=[CH:4][CH:3]=1.C(OB([C:59]1[CH:64]=[CH:63][CH:62]=[CH:61][CH:60]=1)O)C.C(=O)([O-])[O-].[K+].[K+].CO[CH2:73][CH2:74]OC. (6) The reactants are: [NH2:1][C:2]1[C:3]([C:12]([NH:14][C@@H:15]([CH:20]2[CH2:25][CH2:24][CH2:23][CH2:22][CH2:21]2)[C:16]([O:18][CH3:19])=[O:17])=[O:13])=[CH:4][C:5]2[C:10]([CH:11]=1)=[CH:9][CH:8]=[CH:7][CH:6]=2.C(N(CC)CC)C.[N:33]([C:36]1[CH:41]=[C:40]([C:42]([F:45])([F:44])[F:43])[CH:39]=[C:38]([C:46]([F:49])([F:48])[F:47])[CH:37]=1)=[C:34]=[O:35]. Given the product [F:43][C:42]([F:44])([F:45])[C:40]1[CH:41]=[C:36]([NH:33][C:34]([NH:1][C:2]2[C:3]([C:12]([NH:14][C@@H:15]([CH:20]3[CH2:25][CH2:24][CH2:23][CH2:22][CH2:21]3)[C:16]([O:18][CH3:19])=[O:17])=[O:13])=[CH:4][C:5]3[C:10]([CH:11]=2)=[CH:9][CH:8]=[CH:7][CH:6]=3)=[O:35])[CH:37]=[C:38]([C:46]([F:49])([F:47])[F:48])[CH:39]=1, predict the reactants needed to synthesize it.